Dataset: hERG Central: cardiac toxicity at 1µM, 10µM, and general inhibition. Task: Predict hERG channel inhibition at various concentrations. (1) The molecule is CCCCNC(=O)C1CCN(Cc2ccc(OCc3ccccc3)cc2)CC1.O=C(O)C(=O)O. Results: hERG_inhib (hERG inhibition (general)): blocker. (2) Results: hERG_inhib (hERG inhibition (general)): blocker. The compound is O=C(c1cccs1)N1CCN(c2nc3c(F)cc(F)cc3s2)CC1.